Dataset: Forward reaction prediction with 1.9M reactions from USPTO patents (1976-2016). Task: Predict the product of the given reaction. (1) Given the reactants [F:1][C:2]1[CH:7]=[CH:6][CH:5]=[C:4]([O:8][CH2:9][CH2:10][O:11][CH3:12])[N:3]=1.C([N-]C(C)C)(C)C.[Li+].CCCCCCC.O1CCCC1.C(C1C=CC=CC=1)C.[B:41](OC(C)C)([O:46]C(C)C)[O:42]C(C)C.FC1N=C(OCCOC)C(B(O)O)=CC=1, predict the reaction product. The product is: [F:1][C:2]1[C:7]([B:41]([OH:46])[OH:42])=[CH:6][CH:5]=[C:4]([O:8][CH2:9][CH2:10][O:11][CH3:12])[N:3]=1. (2) Given the reactants Br[C:2]1[N:7]=[C:6]([C:8]([CH3:12])([CH3:11])[C:9]#[N:10])[CH:5]=[CH:4][CH:3]=1.C(O[B:17]([O:22][CH:23]([CH3:25])C)[O:18][CH:19]([CH3:21])C)(C)C.[Li]CCCC.[C:31]1([N:37](CCO)CCO)[CH:36]=[CH:35][CH:34]=[CH:33][CH:32]=1, predict the reaction product. The product is: [CH3:11][C:8]([C:6]1[CH:5]=[CH:4][CH:3]=[C:2]([B:17]2[O:18][CH2:19][CH2:21][N:37]([C:31]3[CH:36]=[CH:35][CH:34]=[CH:33][CH:32]=3)[CH2:25][CH2:23][O:22]2)[N:7]=1)([CH3:12])[C:9]#[N:10].